From a dataset of Drug-target binding data from BindingDB using IC50 measurements. Regression. Given a target protein amino acid sequence and a drug SMILES string, predict the binding affinity score between them. We predict pIC50 (pIC50 = -log10(IC50 in M); higher means more potent). Dataset: bindingdb_ic50. (1) The compound is NS(=O)(=O)c1cccc(-c2ccc(C3CCN(CC4CNC4)CC3)cc2)c1-c1nnn[nH]1. The target protein (C7C422) has sequence MELPNIMHPVAKLSTALAAALMLSGCMPGEIRPTIGQQMETGDQRFGDLVFRQLAPNVWQHTSYLDMPGFGAVASNGLIVRDGGRVLVVDTAWTDDQTAQILNWIKQEINLPVALAVVTHAHQDKMGGMDALHAAGIATYANALSNQLAPQEGMVAAQHSLTFAANGWVEPATAPNFGPLKVFYPGPGHTSDNITVGIDGTDIAFGGCLIKDSKAKSLGNLGDADTEHYAASARAFGAAFPKASMIVMSHSAPDSRAAITHTARMADKLR. The pIC50 is 8.0. (2) The compound is COc1ccc(C2=NN(C3CCCCCC3)C(=O)C2(C)C)cc1OCCCCOc1ccc(-c2nnn[nH]2)cc1. The target protein sequence is MHSAVFSPDAPYCGAAGSNHLCEAVALCQSILARYRRTGTSFSSTELKAIQALRTEFPDTAQEPAANSAASPDQTTKDFLSILDDATDVPHNPQNDIVAFVEECCDNTKEPTVLFAAINERISAVTCSRNVRTYMVIANDNLLWDPVNGVAALIDDVTPLGKCAQARNMLTIANTLYIPLWFRSELVGCVEVPGACIPRDKATCAQLLLRCVTVAVRNSINISIRKREANKIEAMVGMATRLARDTLEESVLVQSIINTAKTLTESDRCSIFLVKADGSLEAHFEDGNVVVLPAGTGIAGHVAESGAVVNIPNAYEDDRFHRSVDKVTGYHTRTILCLPIAFEGTIVAVAQLINKLDMVTQSGQRLPRVFGRRDEELFETFSMFAAASLRNCRINETLLKEKKKSDAILDVVALLSNTDIRDVDSIVRHVLHGAKKLLNADRSSMFLLDKERNELYSKMADSANEIRFPCGQGIAGTVAESGVGENIMDAYADSRFNSAV.... The pIC50 is 6.9. (3) The drug is CCOC(=O)/C=C/C(=O)N(CC(N)=O)NC(=O)[C@@H]1CCCN1C(=O)C(C)(C)NC(C)=O. The target protein sequence is MTWRVAVLLSLVLGAGAVPVGVDDPEDGGKHWVVIVAGSNGWYNYRHQADACHAYQIIHRNGIPDEQIIVMMYDDIANSEENPTPGVVINRPNGTDVYKGVLKDYTGEDVTPENFLAVLRGDAEAVKGKGSGKVLKSGPRDHVFIYFTDHGATGILVFPNDDLHVKDLNKTIRYMYEHKMYQKMVFYIEACESGSMMNHLPDDINVYATTAANPKESSYACYYDEERGTYLGDWYSVNWMEDSDVEDLTKETLHKQYHLVKSHTNTSHVMQYGNKSISTMKVMQFQGMKHRASSPISLPPVTHLDLTPSPDVPLTILKRKLLRTNDVKESQNLIGQIQQFLDARHVIEKSVHKIVSLLAGFGETAERHLSERTMLTAHDCYQEAVTHFRTHCFNWHSVTYEHALRYLYVLANLCEAPYPIDRIEMAMDKVCLSHY. The pIC50 is 6.7. (4) The drug is C[C@H]1O[C@@H](O[C@H]2[C@@H](O)C[C@H](O[C@H]3[C@@H](O)C[C@H](O[C@H]4CC[C@]5(C)[C@H]6C[C@@H](O)[C@]7(C)[C@@H](C8=CC(=O)O/C8=C\c8cccc([N+](=O)[O-])c8)CC[C@]7(O)[C@@H]6CC[C@@H]5C4)O[C@@H]3C)O[C@@H]2C)C[C@H](O)[C@@H]1O. The target protein (P05023) has sequence MGKGVGRDKYEPAAVSEQGDKKGKKGKKDRDMDELKKEVSMDDHKLSLDELHRKYGTDLSRGLTSARAAEILARDGPNALTPPPTTPEWIKFCRQLFGGFSMLLWIGAILCFLAYSIQAATEEEPQNDNLYLGVVLSAVVIITGCFSYYQEAKSSKIMESFKNMVPQQALVIRNGEKMSINAEEVVVGDLVEVKGGDRIPADLRIISANGCKVDNSSLTGESEPQTRSPDFTNENPLETRNIAFFSTNCVEGTARGIVVYTGDRTVMGRIATLASGLEGGQTPIAAEIEHFIHIITGVAVFLGVSFFILSLILEYTWLEAVIFLIGIIVANVPEGLLATVTVCLTLTAKRMARKNCLVKNLEAVETLGSTSTICSDKTGTLTQNRMTVAHMWFDNQIHEADTTENQSGVSFDKTSATWLALSRIAGLCNRAVFQANQENLPILKRAVAGDASESALLKCIELCCGSVKEMRERYAKIVEIPFNSTNKYQLSIHKNPNTSE.... The pIC50 is 5.0.